Task: Predict the reactants needed to synthesize the given product.. Dataset: Full USPTO retrosynthesis dataset with 1.9M reactions from patents (1976-2016) (1) Given the product [Br:1][C:2]1[CH:7]=[CH:6][C:5]([CH:8]2[S:14][CH2:13][CH:12]([CH3:15])[NH:11][C:10]3[N:16]([CH3:25])[N:17]=[C:18]([C:19]4[CH:24]=[CH:23][CH:22]=[CH:21][N:20]=4)[C:9]2=3)=[C:4]([CH3:26])[CH:3]=1, predict the reactants needed to synthesize it. The reactants are: [Br:1][C:2]1[CH:7]=[CH:6][C:5]([CH:8]2[S:14][CH2:13][C:12]([CH3:15])=[N:11][C:10]3[N:16]([CH3:25])[N:17]=[C:18]([C:19]4[CH:24]=[CH:23][CH:22]=[CH:21][N:20]=4)[C:9]2=3)=[C:4]([CH3:26])[CH:3]=1.C(O)(=O)C. (2) Given the product [NH:8]1[CH2:11][CH:10]([O:12][C:13]2[CH:14]=[C:15]([F:39])[C:16]([C@@H:20]3[C:32]4[NH:31][C:30]5[C:25](=[CH:26][CH:27]=[CH:28][CH:29]=5)[C:24]=4[CH2:23][C@@H:22]([CH3:33])[N:21]3[CH2:34][C:35]([F:38])([CH3:36])[CH3:37])=[C:17]([F:19])[CH:18]=2)[CH2:9]1, predict the reactants needed to synthesize it. The reactants are: C(OC([N:8]1[CH2:11][CH:10]([O:12][C:13]2[CH:18]=[C:17]([F:19])[C:16]([C@@H:20]3[C:32]4[NH:31][C:30]5[C:25](=[CH:26][CH:27]=[CH:28][CH:29]=5)[C:24]=4[CH2:23][C@@H:22]([CH3:33])[N:21]3[CH2:34][C:35]([F:38])([CH3:37])[CH3:36])=[C:15]([F:39])[CH:14]=2)[CH2:9]1)=O)(C)(C)C.C(O)(C(F)(F)F)=O.